This data is from Forward reaction prediction with 1.9M reactions from USPTO patents (1976-2016). The task is: Predict the product of the given reaction. The product is: [Cl:1][C:2]1[CH:3]=[C:4]([CH:18]=[CH:19][CH:20]=1)[NH:5][C:6]1[N:11]=[C:10]([C:12]2[N:16]([CH3:22])[C:15]([CH3:17])=[N:14][CH:13]=2)[CH:9]=[CH:8][N:7]=1. Given the reactants [Cl:1][C:2]1[CH:3]=[C:4]([CH:18]=[CH:19][CH:20]=1)[NH:5][C:6]1[N:11]=[C:10]([C:12]2[NH:16][C:15]([CH3:17])=[N:14][CH:13]=2)[CH:9]=[CH:8][N:7]=1.Cl[C:22]1C=C(NC(N)=N)C=CC=1, predict the reaction product.